This data is from Forward reaction prediction with 1.9M reactions from USPTO patents (1976-2016). The task is: Predict the product of the given reaction. (1) Given the reactants Cl[C:2]1[N:7]=[C:6]([Cl:8])[N:5]=[C:4]([Cl:9])[N:3]=1.C([O-])([O-])=O.[K+].[K+].[CH3:16][C:17]1[CH:23]=[C:22]([CH3:24])[CH:21]=[C:20]([CH3:25])[C:18]=1[NH2:19], predict the reaction product. The product is: [Cl:9][C:4]1[N:5]=[C:6]([Cl:8])[N:7]=[C:2]([NH:19][C:18]2[C:20]([CH3:25])=[CH:21][C:22]([CH3:24])=[CH:23][C:17]=2[CH3:16])[N:3]=1. (2) Given the reactants Cl[C:2]1[N:7]=[C:6]([NH:8][CH:9]2[CH2:13][CH2:12][CH2:11][CH2:10]2)[C:5]([N+:14]([O-:16])=[O:15])=[CH:4][N:3]=1.[NH2:17][C:18]1[CH:23]=[CH:22][C:21]([N:24]2[CH2:29][CH2:28][N:27]([CH3:30])[CH2:26][CH2:25]2)=[CH:20][CH:19]=1, predict the reaction product. The product is: [CH:9]1([NH:8][C:6]2[C:5]([N+:14]([O-:16])=[O:15])=[CH:4][N:3]=[C:2]([NH:17][C:18]3[CH:19]=[CH:20][C:21]([N:24]4[CH2:25][CH2:26][N:27]([CH3:30])[CH2:28][CH2:29]4)=[CH:22][CH:23]=3)[N:7]=2)[CH2:13][CH2:12][CH2:11][CH2:10]1. (3) Given the reactants C1C2CCCCC=2C=CC=1N.[CH2:12]([O:14][C:15]([C:17]1[CH:18]=[N:19][N:20]([C:22]2[NH:31][C:30](=[O:32])[C:29]3[C:28]4[CH2:33][CH2:34][CH2:35][CH2:36][C:27]=4[CH:26]=[CH:25][C:24]=3[N:23]=2)[CH:21]=1)=[O:16])[CH3:13], predict the reaction product. The product is: [CH2:12]([O:14][C:15]([C:17]1[CH:18]=[N:19][N:20]([C:22]2[NH:31][C:30](=[O:32])[C:29]3[C:24](=[CH:25][C:26]4[CH2:33][CH2:34][CH2:35][CH2:36][C:27]=4[CH:28]=3)[N:23]=2)[CH:21]=1)=[O:16])[CH3:13].